Dataset: Catalyst prediction with 721,799 reactions and 888 catalyst types from USPTO. Task: Predict which catalyst facilitates the given reaction. (1) Reactant: [CH3:1][O:2][C:3]1[CH:8]=[C:7]([O:9][CH3:10])[CH:6]=[C:5]([O:11][CH3:12])[CH:4]=1.CO/[CH:15]=[CH:16]/[C:17]([O:19][CH3:20])=[O:18].P(Cl)(Cl)(Cl)=O. Product: [CH3:12][O:11][C:5]1[CH:4]=[C:3]([O:2][CH3:1])[CH:8]=[C:7]([O:9][CH3:10])[C:6]=1/[CH:15]=[CH:16]/[C:17]([O:19][CH3:20])=[O:18]. The catalyst class is: 211. (2) Reactant: [CH3:1][CH2:2][CH2:3][CH2:4][CH2:5][CH2:6][CH2:7][CH2:8][CH2:9][CH2:10][CH2:11][CH2:12][O:13][C:14]([CH:16]([N:18]([CH3:20])[CH3:19])[CH3:17])=[O:15].[CH3:21][S:22]([OH:25])(=[O:24])=[O:23]. The catalyst class is: 13. Product: [CH3:21][S:22]([OH:25])(=[O:24])=[O:23].[CH3:19][N:18]([CH3:20])[CH:16]([CH3:17])[C:14]([O:13][CH2:12][CH2:11][CH2:10][CH2:9][CH2:8][CH2:7][CH2:6][CH2:5][CH2:4][CH2:3][CH2:2][CH3:1])=[O:15]. (3) Reactant: [CH2:1]([O:8][C:9]1[CH:18]=[CH:17][CH:16]=[C:15]2[C:10]=1[CH:11]=[C:12]([C:19]([O:21]CC)=[O:20])[CH:13]=[N:14]2)[C:2]1[CH:7]=[CH:6][CH:5]=[CH:4][CH:3]=1.[Li+].[OH-]. Product: [CH2:1]([O:8][C:9]1[CH:18]=[CH:17][CH:16]=[C:15]2[C:10]=1[CH:11]=[C:12]([C:19]([OH:21])=[O:20])[CH:13]=[N:14]2)[C:2]1[CH:7]=[CH:6][CH:5]=[CH:4][CH:3]=1. The catalyst class is: 20. (4) Product: [CH3:14][N:11]1[C:12]2[C:8](=[CH:7][CH:6]=[C:5]([CH2:3][OH:2])[CH:13]=2)[CH:9]=[CH:10]1. The catalyst class is: 27. Reactant: C[O:2][C:3]([C:5]1[CH:13]=[C:12]2[C:8]([CH:9]=[CH:10][N:11]2[CH3:14])=[CH:7][CH:6]=1)=O.[H-].[Al+3].[Li+].[H-].[H-].[H-].[O-]S([O-])(=O)=O.[Na+].[Na+]. (5) Reactant: O[C:2]1[CH:7]=[CH:6][N:5]=[CH:4][C:3]=1[NH:8][C:9]([C:11]1[CH:20]=[CH:19][C:14]([C:15]([O:17][CH3:18])=[O:16])=[CH:13][CH:12]=1)=[O:10].C[Si](OP(=O)=O)(C)C. Product: [O:10]1[C:2]2[CH:7]=[CH:6][N:5]=[CH:4][C:3]=2[N:8]=[C:9]1[C:11]1[CH:20]=[CH:19][C:14]([C:15]([O:17][CH3:18])=[O:16])=[CH:13][CH:12]=1. The catalyst class is: 27. (6) Reactant: [Cl:1][C:2]1[C:3]2[N:4]([C:8]([C:11]3([OH:21])[CH2:19][CH2:18][CH2:17][C:16]4[N:15]([CH3:20])[N:14]=[CH:13][C:12]3=4)=[N:9][CH:10]=2)[CH:5]=[CH:6][N:7]=1.C1C(=O)N([Br:29])C(=O)C1. Product: [Br:29][C:10]1[N:9]=[C:8]([C:11]2([OH:21])[CH2:19][CH2:18][CH2:17][C:16]3[N:15]([CH3:20])[N:14]=[CH:13][C:12]2=3)[N:4]2[CH:5]=[CH:6][N:7]=[C:2]([Cl:1])[C:3]=12. The catalyst class is: 18.